Dataset: Reaction yield outcomes from USPTO patents with 853,638 reactions. Task: Predict the reaction yield, written as a fraction of the theoretical maximum amount of product (1.0 means a 100% yield; for example, 0.34 means a 34% yield). (1) The reactants are O=[C:2]1[C:11]2[C:6](=[CH:7][CH:8]=[CH:9][CH:10]=2)[CH2:5][CH2:4][CH:3]1[C:12]([O:14][CH3:15])=[O:13].[BH4-].[Na+].O.C1(C)C=CC(S(O)(=O)=O)=CC=1. The catalyst is CO. The product is [CH:2]1[C:11]2[C:6](=[CH:7][CH:8]=[CH:9][CH:10]=2)[CH2:5][CH2:4][C:3]=1[C:12]([O:14][CH3:15])=[O:13]. The yield is 0.100. (2) The reactants are [Li]CCCC.CCCCCC.C(NC(C)C)(C)C.[CH3:19][O:20][C:21]1[CH:22]=[CH:23][C:24]([CH3:27])=[N:25][CH:26]=1.[CH3:28][O:29][C:30]1[CH:31]=[C:32]([CH:35]=[C:36]([O:40][CH3:41])[C:37]=1[O:38][CH3:39])[C:33]#N.C1C[O:45]CC1. No catalyst specified. The product is [CH3:19][O:20][C:21]1[CH:22]=[CH:23][C:24]([CH2:27][C:33]([C:32]2[CH:31]=[C:30]([O:29][CH3:28])[C:37]([O:38][CH3:39])=[C:36]([O:40][CH3:41])[CH:35]=2)=[O:45])=[N:25][CH:26]=1. The yield is 0.750. (3) The reactants are [NH2:1][C:2]1[C:9](Br)=[CH:8][C:7]([N+:11]([O-:13])=[O:12])=[CH:6][C:3]=1[C:4]#[N:5].[CH3:14][C:15]([CH3:19])([CH3:18])[C:16]#[CH:17]. The catalyst is CCN(CC)CC.[Cu]I.Cl[Pd](Cl)([P](C1C=CC=CC=1)(C1C=CC=CC=1)C1C=CC=CC=1)[P](C1C=CC=CC=1)(C1C=CC=CC=1)C1C=CC=CC=1. The product is [NH2:1][C:2]1[C:9]([C:17]#[C:16][C:15]([CH3:19])([CH3:18])[CH3:14])=[CH:8][C:7]([N+:11]([O-:13])=[O:12])=[CH:6][C:3]=1[C:4]#[N:5]. The yield is 0.710. (4) The reactants are [CH:1]([C:3]1[CH:4]=[C:5]([CH:10]=[CH:11][CH:12]=1)[C:6]([O:8][CH3:9])=[O:7])=[O:2].[CH2:13]([Mg]Br)[CH2:14][CH2:15][CH2:16][CH2:17][CH2:18][CH3:19]. The catalyst is O1CCCC1. The product is [OH:2][CH:1]([C:3]1[CH:4]=[C:5]([CH:10]=[CH:11][CH:12]=1)[C:6]([O:8][CH3:9])=[O:7])[CH2:13][CH2:14][CH2:15][CH2:16][CH2:17][CH2:18][CH3:19]. The yield is 0.690. (5) The catalyst is C(Cl)Cl. The reactants are C(OC([NH:8][S:9]([N:12]([C:18]1[C:22]([CH3:23])=[C:21]([C:24]2[CH:29]=[CH:28][CH:27]=[C:26]([N+:30]([O-:32])=[O:31])[CH:25]=2)[S:20][CH:19]=1)[CH2:13][C:14]([O:16][CH3:17])=[O:15])(=[O:11])=[O:10])=O)(C)(C)C.C(O)(C(F)(F)F)=O. The product is [CH3:23][C:22]1[C:18]([N:12]([S:9](=[O:11])(=[O:10])[NH2:8])[CH2:13][C:14]([O:16][CH3:17])=[O:15])=[CH:19][S:20][C:21]=1[C:24]1[CH:29]=[CH:28][CH:27]=[C:26]([N+:30]([O-:32])=[O:31])[CH:25]=1. The yield is 1.00. (6) The reactants are [CH3:1][O:2][C:3](=[O:24])[CH:4]=[C:5]1[C:14]2[C:9](=[CH:10][C:11]([S:15]([C:18]3[CH:23]=[CH:22][CH:21]=[CH:20][CH:19]=3)(=[O:17])=[O:16])=[CH:12][CH:13]=2)[CH2:8][CH2:7][CH2:6]1.C[C@@H](O)[C@H](N)C(O)=O.[H][H]. The catalyst is CCOC(C)=O.[Pd]. The product is [CH3:1][O:2][C:3](=[O:24])[CH2:4][CH:5]1[C:14]2[C:9](=[CH:10][C:11]([S:15]([C:18]3[CH:19]=[CH:20][CH:21]=[CH:22][CH:23]=3)(=[O:16])=[O:17])=[CH:12][CH:13]=2)[CH2:8][CH2:7][CH2:6]1. The yield is 0.922. (7) The reactants are [I:1][C:2]1[CH:7]=[CH:6][CH:5]=[CH:4][C:3]=1[NH:8][C:9](=[O:15])[C:10]#[C:11][CH:12]([CH3:14])[CH3:13].C(=O)([O-])[O-].[Cs+].[Cs+].[CH3:22][O:23][C:24](=[O:33])[C:25]1[CH:30]=[CH:29][CH:28]=[C:27]([CH2:31]Br)[CH:26]=1. The catalyst is CN(C=O)C. The product is [CH3:22][O:23][C:24](=[O:33])[C:25]1[CH:30]=[CH:29][CH:28]=[C:27]([CH2:31][N:8]([C:3]2[CH:4]=[CH:5][CH:6]=[CH:7][C:2]=2[I:1])[C:9](=[O:15])[C:10]#[C:11][CH:12]([CH3:13])[CH3:14])[CH:26]=1. The yield is 0.510. (8) The reactants are [Si]([O:8][CH2:9][C:10]1([CH3:36])[S:16][CH2:15][CH2:14][N:13]2[C:17]([C:20]3([C:23]4[CH:28]=[CH:27][C:26]([C:29]5[CH:30]=[N:31][N:32]([CH2:34][CH3:35])[CH:33]=5)=[CH:25][CH:24]=4)[CH2:22][CH2:21]3)=[N:18][N:19]=[C:12]2[CH2:11]1)(C(C)(C)C)(C)C.Cl. The catalyst is CO. The product is [CH2:34]([N:32]1[CH:33]=[C:29]([C:26]2[CH:27]=[CH:28][C:23]([C:20]3([C:17]4[N:13]5[CH2:14][CH2:15][S:16][C:10]([CH2:9][OH:8])([CH3:36])[CH2:11][C:12]5=[N:19][N:18]=4)[CH2:22][CH2:21]3)=[CH:24][CH:25]=2)[CH:30]=[N:31]1)[CH3:35]. The yield is 0.960. (9) The reactants are [NH2:1][C:2]1[O:3][C:4]2[C:9]([CH:10]([C:14]3[CH:19]=[C:18]([O:20][CH3:21])[C:17]([O:22][CH3:23])=[C:16]([Br:24])[CH:15]=3)[C:11]=1[C:12]#[N:13])=[CH:8][CH:7]=[C:6]1[C:25]([OH:29])=[CH:26][CH:27]=[CH:28][C:5]=21.[C:30](=O)([O-])[O-].[K+].[K+].IC. The catalyst is C(#N)C.O. The product is [NH2:1][C:2]1[O:3][C:4]2[C:9]([CH:10]([C:14]3[CH:19]=[C:18]([O:20][CH3:21])[C:17]([O:22][CH3:23])=[C:16]([Br:24])[CH:15]=3)[C:11]=1[C:12]#[N:13])=[CH:8][CH:7]=[C:6]1[C:25]([O:29][CH3:30])=[CH:26][CH:27]=[CH:28][C:5]=21. The yield is 0.920. (10) The reactants are Br[C:2]1[C:3]([C:8]([N:10]2[CH2:17][CH2:16][C@@H:15]3[C@@H:12]([N:13]([C:18]4[N:23]=[C:22]([CH3:24])[CH:21]=[C:20]([CH3:25])[N:19]=4)[CH2:14]3)[CH2:11]2)=[O:9])=[N:4][CH:5]=[CH:6][CH:7]=1.[NH:26]1[CH:30]=[CH:29][N:28]=[N:27]1.C([O-])([O-])=O.[Cs+].[Cs+].CN[C@@H]1CCCC[C@H]1NC. The catalyst is O1CCOCC1.[Cu]I. The product is [CH3:25][C:20]1[CH:21]=[C:22]([CH3:24])[N:23]=[C:18]([N:13]2[C@@H:12]3[C@@H:15]([CH2:16][CH2:17][N:10]([C:8]([C:3]4[C:2]([N:26]5[CH:30]=[CH:29][N:28]=[N:27]5)=[CH:7][CH:6]=[CH:5][N:4]=4)=[O:9])[CH2:11]3)[CH2:14]2)[N:19]=1. The yield is 0.0400.